Dataset: Forward reaction prediction with 1.9M reactions from USPTO patents (1976-2016). Task: Predict the product of the given reaction. (1) The product is: [Cl:1][C:13]1[CH:21]=[CH:20][C:19]([I:22])=[CH:18][C:14]=1[C:15]([NH2:17])=[NH:16]. Given the reactants [Cl:1]C1C=C(C=C(I)C=1)C(N)=N.F[C:13]1[CH:21]=[CH:20][C:19]([I:22])=[CH:18][C:14]=1[C:15]([NH2:17])=[NH:16].IC1C=C(C=CC=1)C(N)=N, predict the reaction product. (2) Given the reactants [I-:1].[Na+].Cl[CH2:4][C:5]1[CH:6]=[CH:7][C:8]([O:11][CH2:12][CH2:13][C:14]2[N:15]=[C:16]([C:20]3[CH:25]=[CH:24][CH:23]=[CH:22][CH:21]=3)[O:17][C:18]=2[CH3:19])=[N:9][CH:10]=1, predict the reaction product. The product is: [I:1][CH2:4][C:5]1[CH:6]=[CH:7][C:8]([O:11][CH2:12][CH2:13][C:14]2[N:15]=[C:16]([C:20]3[CH:25]=[CH:24][CH:23]=[CH:22][CH:21]=3)[O:17][C:18]=2[CH3:19])=[N:9][CH:10]=1. (3) The product is: [CH3:1][O:2][C:3](=[O:42])[CH2:4][CH2:5][NH:6][C:7](=[O:41])[C:8]1[CH:13]=[CH:12][C:11]([CH:14]([O:19][C:20]2[CH:25]=[CH:24][C:23]([C:26]3[CH:31]=[CH:30][C:29]([CH:32]([CH3:33])[CH3:34])=[CH:28][CH:27]=3)=[C:22]([CH:35]=[O:36])[CH:21]=2)[CH2:15][CH:16]([CH3:18])[CH3:17])=[CH:10][CH:9]=1.[CH:35]([C:22]1[CH:21]=[C:20]([O:19][CH:14]([C:11]2[CH:12]=[CH:13][C:8]([C:7]([NH:6][CH2:5][CH2:4][C:3]([OH:42])=[O:2])=[O:41])=[CH:9][CH:10]=2)[CH2:15][CH:16]([CH3:17])[CH3:18])[CH:25]=[CH:24][C:23]=1[C:26]1[CH:31]=[CH:30][C:29]([CH:32]([CH3:34])[CH3:33])=[CH:28][CH:27]=1)=[O:36]. Given the reactants [CH3:1][O:2][C:3](=[O:42])[CH2:4][CH2:5][NH:6][C:7](=[O:41])[C:8]1[CH:13]=[CH:12][C:11]([CH:14]([O:19][C:20]2[CH:25]=[CH:24][C:23]([C:26]3[CH:31]=[CH:30][C:29]([CH:32]([CH3:34])[CH3:33])=[CH:28][CH:27]=3)=[C:22]([CH:35]3OCCC[O:36]3)[CH:21]=2)[CH2:15][CH:16]([CH3:18])[CH3:17])=[CH:10][CH:9]=1.Cl.[OH-].[Na+], predict the reaction product. (4) Given the reactants [C:1]([O:5][C:6]([NH:8][C@:9]1([C:14]([OH:16])=O)[CH2:11][C@H:10]1[CH:12]=[CH2:13])=[O:7])([CH3:4])([CH3:3])[CH3:2].C1N=CN(C(N2C=NC=C2)=O)C=1.C1CCN2C(=NCCC2)CC1.[CH2:40]([C:43]1([S:46]([NH2:49])(=[O:48])=[O:47])[CH2:45][CH2:44]1)[CH2:41][CH3:42], predict the reaction product. The product is: [CH2:40]([C:43]1([S:46]([NH:49][C:14]([C@@:9]2([NH:8][C:6](=[O:7])[O:5][C:1]([CH3:2])([CH3:3])[CH3:4])[CH2:11][C@H:10]2[CH:12]=[CH2:13])=[O:16])(=[O:48])=[O:47])[CH2:45][CH2:44]1)[CH2:41][CH3:42]. (5) Given the reactants Cl.[F:2][C:3]1[C:8]([F:9])=[CH:7][CH:6]=[CH:5][C:4]=1[C@H:10]1[CH2:16][N:15]2[CH:17]([CH2:20][CH3:21])[CH2:18][N:19]=[C:14]2[C@H:13]([NH:22]C(=O)OC(C)(C)C)[CH2:12][CH2:11]1, predict the reaction product. The product is: [F:2][C:3]1[C:8]([F:9])=[CH:7][CH:6]=[CH:5][C:4]=1[C@H:10]1[CH2:16][N:15]2[CH:17]([CH2:20][CH3:21])[CH2:18][N:19]=[C:14]2[C@H:13]([NH2:22])[CH2:12][CH2:11]1. (6) Given the reactants [Br:1]Br.[C:3]1([C:9]2([C:12]([OH:14])=[O:13])[CH2:11][CH2:10]2)[CH:8]=[CH:7][CH:6]=[CH:5][CH:4]=1.C([O-])(=O)C.[Na+], predict the reaction product. The product is: [Br:1][C:6]1[CH:7]=[CH:8][C:3]([C:9]2([C:12]([OH:14])=[O:13])[CH2:11][CH2:10]2)=[CH:4][CH:5]=1. (7) Given the reactants [CH:1]1([N:7]2[C:11]([CH2:12][CH2:13][CH2:14][CH2:15][O:16][C:17]3[CH:18]=[C:19]4[C:24](=[CH:25][CH:26]=3)[NH:23][C:22](=[O:27])[CH2:21][CH2:20]4)=[N:10][N:9]=[N:8]2)[CH2:6][CH2:5][CH2:4][CH2:3][CH2:2]1.C(N(CC)CC)C.[Br:35][CH2:36][CH:37]([CH2:42][Br:43])[CH2:38][C:39](Cl)=[O:40], predict the reaction product. The product is: [Br:35][CH2:36][CH:37]([CH2:42][Br:43])[CH2:38][C:39]([N:23]1[C:24]2[C:19](=[CH:18][C:17]([O:16][CH2:15][CH2:14][CH2:13][CH2:12][C:11]3[N:7]([CH:1]4[CH2:6][CH2:5][CH2:4][CH2:3][CH2:2]4)[N:8]=[N:9][N:10]=3)=[CH:26][CH:25]=2)[CH2:20][CH2:21][C:22]1=[O:27])=[O:40]. (8) The product is: [Cl:33][C:12]1[C:13]([F:26])=[C:14]([O:18][C:19]2[CH:20]=[CH:21][CH:22]=[CH:23][C:24]=2[Cl:25])[N:15]=[CH:16][N:17]=1. Given the reactants CO/N=C(/C1OCCON=1)\C1C=CC=CC=1O[C:12]1[N:17]=[CH:16][N:15]=[C:14]([O:18][C:19]2[CH:20]=[CH:21][CH:22]=[CH:23][C:24]=2[Cl:25])[C:13]=1[F:26].[Cl:33]C1C(F)=C(Cl)N=CN=1.ClC1C=CC=CC=1O, predict the reaction product. (9) Given the reactants Br[C:2]1[CH:3]=[N:4][CH:5]=[C:6]2[C:11]=1[N:10]=[C:9]([C:12]([NH:14][CH2:15][CH2:16][O:17][CH3:18])=[O:13])[CH:8]=[CH:7]2.[CH3:19][O:20][C:21]1[CH:26]=[CH:25][CH:24]=[CH:23][C:22]=1B(O)O.C(=O)([O-])[O-].[Cs+].[Cs+], predict the reaction product. The product is: [CH3:18][O:17][CH2:16][CH2:15][NH:14][C:12]([C:9]1[CH:8]=[CH:7][C:6]2[C:11](=[C:2]([C:22]3[CH:23]=[CH:24][CH:25]=[CH:26][C:21]=3[O:20][CH3:19])[CH:3]=[N:4][CH:5]=2)[N:10]=1)=[O:13].